Dataset: Catalyst prediction with 721,799 reactions and 888 catalyst types from USPTO. Task: Predict which catalyst facilitates the given reaction. Reactant: C([N:8]1[CH2:12][CH2:11][CH:10]([C:13]2[C:21]3[C:20]4[CH:22]=[CH:23][CH2:24][O:25][C:19]=4[CH:18]=[CH:17][C:16]=3[NH:15][CH:14]=2)[CH2:9]1)C1C=CC=CC=1.C([O-])=O.[NH4+]. Product: [NH:8]1[CH2:12][CH2:11][CH:10]([C:13]2[C:21]3[C:20]4[CH2:22][CH2:23][CH2:24][O:25][C:19]=4[CH:18]=[CH:17][C:16]=3[NH:15][CH:14]=2)[CH2:9]1. The catalyst class is: 19.